Predict the product of the given reaction. From a dataset of Forward reaction prediction with 1.9M reactions from USPTO patents (1976-2016). Given the reactants [CH2:1]([C:8]1[CH:9]=[C:10]([C:14](=[O:42])[CH2:15][C:16]([C:18]2[N:19]=[CH:20][N:21](C(C3C=CC=CC=3)(C3C=CC=CC=3)C3C=CC=CC=3)[CH:22]=2)=[O:17])[CH:11]=[CH:12][CH:13]=1)[C:2]1[CH:7]=[CH:6][CH:5]=[CH:4][CH:3]=1.FC(F)(F)C(O)=O.C([SiH](CC)CC)C, predict the reaction product. The product is: [CH2:1]([C:8]1[CH:9]=[C:10]([C:14](=[O:42])[CH2:15][C:16]([C:18]2[N:19]=[CH:20][NH:21][CH:22]=2)=[O:17])[CH:11]=[CH:12][CH:13]=1)[C:2]1[CH:7]=[CH:6][CH:5]=[CH:4][CH:3]=1.